This data is from NCI-60 drug combinations with 297,098 pairs across 59 cell lines. The task is: Regression. Given two drug SMILES strings and cell line genomic features, predict the synergy score measuring deviation from expected non-interaction effect. Drug 1: CCCCC(=O)OCC(=O)C1(CC(C2=C(C1)C(=C3C(=C2O)C(=O)C4=C(C3=O)C=CC=C4OC)O)OC5CC(C(C(O5)C)O)NC(=O)C(F)(F)F)O. Drug 2: CC1=C(C(=O)C2=C(C1=O)N3CC4C(C3(C2COC(=O)N)OC)N4)N. Cell line: UO-31. Synergy scores: CSS=19.8, Synergy_ZIP=-11.6, Synergy_Bliss=-10.3, Synergy_Loewe=-26.5, Synergy_HSA=-9.34.